From a dataset of Peptide-MHC class I binding affinity with 185,985 pairs from IEDB/IMGT. Regression. Given a peptide amino acid sequence and an MHC pseudo amino acid sequence, predict their binding affinity value. This is MHC class I binding data. The peptide sequence is TPNYADILL. The MHC is Mamu-A2201 with pseudo-sequence Mamu-A2201. The binding affinity (normalized) is 0.238.